This data is from Catalyst prediction with 721,799 reactions and 888 catalyst types from USPTO. The task is: Predict which catalyst facilitates the given reaction. Product: [CH3:11][O:10][C:7]1[CH:8]=[CH:9][C:4]([C:3]([OH:18])=[O:2])=[CH:5][C:6]=1[NH:12][CH2:13][CH2:14][CH2:15][O:16][CH3:17]. Reactant: C[O:2][C:3](=[O:18])[C:4]1[CH:9]=[CH:8][C:7]([O:10][CH3:11])=[C:6]([NH:12][CH2:13][CH2:14][CH2:15][O:16][CH3:17])[CH:5]=1.O[Li].O.Cl. The catalyst class is: 5.